Dataset: NCI-60 drug combinations with 297,098 pairs across 59 cell lines. Task: Regression. Given two drug SMILES strings and cell line genomic features, predict the synergy score measuring deviation from expected non-interaction effect. (1) Cell line: HCC-2998. Synergy scores: CSS=5.85, Synergy_ZIP=5.82, Synergy_Bliss=7.82, Synergy_Loewe=-2.51, Synergy_HSA=-2.57. Drug 2: C1=CC=C(C=C1)NC(=O)CCCCCCC(=O)NO. Drug 1: CCC1(CC2CC(C3=C(CCN(C2)C1)C4=CC=CC=C4N3)(C5=C(C=C6C(=C5)C78CCN9C7C(C=CC9)(C(C(C8N6C)(C(=O)OC)O)OC(=O)C)CC)OC)C(=O)OC)O.OS(=O)(=O)O. (2) Drug 1: CCC(=C(C1=CC=CC=C1)C2=CC=C(C=C2)OCCN(C)C)C3=CC=CC=C3.C(C(=O)O)C(CC(=O)O)(C(=O)O)O. Drug 2: C1=NC2=C(N=C(N=C2N1C3C(C(C(O3)CO)O)F)Cl)N. Cell line: NCI-H226. Synergy scores: CSS=0.778, Synergy_ZIP=0.764, Synergy_Bliss=1.59, Synergy_Loewe=-1.77, Synergy_HSA=-1.24. (3) Drug 1: C1CC(=O)NC(=O)C1N2C(=O)C3=CC=CC=C3C2=O. Drug 2: C1CCC(C(C1)N)N.C(=O)(C(=O)[O-])[O-].[Pt+4]. Cell line: UACC62. Synergy scores: CSS=17.0, Synergy_ZIP=-8.11, Synergy_Bliss=-4.46, Synergy_Loewe=-6.63, Synergy_HSA=-3.59.